Dataset: Full USPTO retrosynthesis dataset with 1.9M reactions from patents (1976-2016). Task: Predict the reactants needed to synthesize the given product. (1) Given the product [C:17]1([C:16]2[C:10]3[N:9]=[CH:8][N:7]([C@@H:1]4[C:6]5[C:5](=[CH:28][CH:24]=[CH:25][CH:35]=5)[CH2:4][CH2:3][CH2:2]4)[C:12](=[O:13])[C:11]=3[S:14][CH:15]=2)[CH:18]=[CH:19][CH:20]=[CH:21][CH:22]=1, predict the reactants needed to synthesize it. The reactants are: [C:1]1([N:7]2[C:12](=[O:13])[C:11]3[S:14][CH:15]=[C:16]([C:17]4[CH:22]=[CH:21][CH:20]=[CH:19][CH:18]=4)[C:10]=3[N:9]=[CH:8]2)[CH:6]=[CH:5][CH:4]=[CH:3][CH:2]=1.N[C:24]1[C:28](C2C=CC=CC=2)=CS[C:25]=1[C:35](OC)=O.C(OCC)(OCC)OCC.[C@@H]1(N)C2C(=CC=CC=2)CCC1. (2) Given the product [NH:2]1[C:3]([C:6]2[O:8][N:16]=[C:15]([C:17]3[N:18]=[N:19][N:20]([CH2:22][C:23]4[CH:24]=[C:25]([Cl:31])[C:26]([Cl:30])=[C:27]([Cl:29])[CH:28]=4)[CH:21]=3)[N:14]=2)=[CH:4][CH:5]=[N:1]1, predict the reactants needed to synthesize it. The reactants are: [NH:1]1[CH:5]=[CH:4][C:3]([C:6]([OH:8])=O)=[N:2]1.S(Cl)(Cl)=O.O[N:14]=[C:15]([C:17]1[N:18]=[N:19][N:20]([CH2:22][C:23]2[CH:28]=[C:27]([Cl:29])[C:26]([Cl:30])=[C:25]([Cl:31])[CH:24]=2)[CH:21]=1)[NH2:16].C(N(CC)CC)C.[H-].[Na+]. (3) Given the product [NH:3]1[CH2:4][CH2:5][N:1]=[C:2]1[CH2:6][CH:7]([C:18]1[CH:27]=[CH:26][C:25]2[C:20](=[CH:21][CH:22]=[CH:23][CH:24]=2)[N:19]=1)[C:8]1[CH:13]=[CH:12][CH:11]=[C:10]([C:14]([F:17])([F:15])[F:16])[CH:9]=1, predict the reactants needed to synthesize it. The reactants are: [NH:1]1[CH2:5][CH2:4][N:3]=[C:2]1[CH:6]=[C:7]([C:18]1[CH:27]=[CH:26][C:25]2[C:20](=[CH:21][CH:22]=[CH:23][CH:24]=2)[N:19]=1)[C:8]1[CH:13]=[CH:12][CH:11]=[C:10]([C:14]([F:17])([F:16])[F:15])[CH:9]=1. (4) Given the product [C:19]([S:16][C:13]([CH3:15])([CH3:14])[CH:9]([NH:8][C:6]([O:5][C:1]([CH3:4])([CH3:2])[CH3:3])=[O:7])[C:10]([OH:12])=[O:11])(=[O:21])[CH3:20], predict the reactants needed to synthesize it. The reactants are: [C:1]([O:5][C:6]([NH:8][CH:9]([C:13]([SH:16])([CH3:15])[CH3:14])[C:10]([OH:12])=[O:11])=[O:7])([CH3:4])([CH3:3])[CH3:2].[OH-].[K+].[C:19](OC(=O)C)(=[O:21])[CH3:20]. (5) Given the product [ClH:40].[NH2:26][C@@H:8]([CH2:7][C:4]1[CH:3]=[CH:2][C:1]([C:34]2[CH:35]=[CH:36][CH:37]=[CH:38][CH:39]=2)=[CH:6][CH:5]=1)[C:9]([N:11]1[CH2:15][CH2:14][CH2:13][C@H:12]1[C:16]([O:18][CH2:19][C:20]1[CH:25]=[CH:24][CH:23]=[CH:22][CH:21]=1)=[O:17])=[O:10], predict the reactants needed to synthesize it. The reactants are: [C:1]1([C:34]2[CH:39]=[CH:38][CH:37]=[CH:36][CH:35]=2)[CH:6]=[CH:5][C:4]([CH2:7][C@H:8]([NH:26]C(OC(C)(C)C)=O)[C:9]([N:11]2[CH2:15][CH2:14][CH2:13][C@H:12]2[C:16]([O:18][CH2:19][C:20]2[CH:25]=[CH:24][CH:23]=[CH:22][CH:21]=2)=[O:17])=[O:10])=[CH:3][CH:2]=1.[ClH:40].O1CCOCC1. (6) Given the product [CH3:1][NH:2][C:3](=[O:17])[C@@H:4]([NH2:9])[C:5]([CH3:8])([CH3:7])[CH3:6], predict the reactants needed to synthesize it. The reactants are: [CH3:1][NH:2][C:3](=[O:17])[C@@H:4]([NH:9]C(OC(C)(C)C)=O)[C:5]([CH3:8])([CH3:7])[CH3:6].FC(F)(F)C(O)=O. (7) Given the product [CH2:1]([O:3][C:4]([C:6]1[CH:11]=[C:10]([C:12](=[O:14])[CH:13]=[CH:28][C:25]2[CH:24]=[CH:23][C:22]([C:21]([O:20][C:16]([CH3:19])([CH3:18])[CH3:17])=[O:30])=[CH:27][CH:26]=2)[CH:9]=[C:8]([CH3:15])[N:7]=1)=[O:5])[CH3:2], predict the reactants needed to synthesize it. The reactants are: [CH2:1]([O:3][C:4]([C:6]1[CH:11]=[C:10]([C:12](=[O:14])[CH3:13])[CH:9]=[C:8]([CH3:15])[N:7]=1)=[O:5])[CH3:2].[C:16]([O:20][C:21](=[O:30])[C:22]1[CH:27]=[CH:26][C:25]([CH:28]=O)=[CH:24][CH:23]=1)([CH3:19])([CH3:18])[CH3:17].N1CCCCC1.